Regression. Given a peptide amino acid sequence and an MHC pseudo amino acid sequence, predict their binding affinity value. This is MHC class I binding data. From a dataset of Peptide-MHC class I binding affinity with 185,985 pairs from IEDB/IMGT. The binding affinity (normalized) is 0.946. The peptide sequence is IIGPMFSGK. The MHC is HLA-A11:01 with pseudo-sequence HLA-A11:01.